Dataset: Reaction yield outcomes from USPTO patents with 853,638 reactions. Task: Predict the reaction yield, written as a fraction of the theoretical maximum amount of product (1.0 means a 100% yield; for example, 0.34 means a 34% yield). (1) The reactants are [H-].C([Al+]CC(C)C)C(C)C.[Cl:11][C:12]1[CH:13]=[C:14]([CH:17]=[CH:18][C:19]=1[C:20]([F:23])([F:22])[F:21])[C:15]#N.C1C[O:27]CC1. No catalyst specified. The product is [Cl:11][C:12]1[CH:13]=[C:14]([CH:17]=[CH:18][C:19]=1[C:20]([F:23])([F:22])[F:21])[CH:15]=[O:27]. The yield is 0.740. (2) The reactants are [Cl-].O[NH3+:3].[C:4](=[O:7])([O-])[OH:5].[Na+].CS(C)=O.[F:13][C:14]1[CH:15]=[C:16]([N:22]2[C:27](=[O:28])[C:26]([CH2:29][C:30]3[CH:35]=[CH:34][C:33]([C:36]4[C:37]([C:42]#[N:43])=[CH:38][CH:39]=[CH:40][CH:41]=4)=[CH:32][CH:31]=3)=[C:25]([CH2:44][CH2:45][CH3:46])[N:24]=[C:23]2[CH3:47])[CH:17]=[CH:18][C:19]=1[O:20][CH3:21]. The catalyst is O.C(OCC)(=O)C. The product is [F:13][C:14]1[CH:15]=[C:16]([N:22]2[C:27](=[O:28])[C:26]([CH2:29][C:30]3[CH:35]=[CH:34][C:33]([C:36]4[CH:41]=[CH:40][CH:39]=[CH:38][C:37]=4[C:42]4[NH:3][C:4](=[O:7])[O:5][N:43]=4)=[CH:32][CH:31]=3)=[C:25]([CH2:44][CH2:45][CH3:46])[N:24]=[C:23]2[CH3:47])[CH:17]=[CH:18][C:19]=1[O:20][CH3:21]. The yield is 0.740. (3) The reactants are C[O:2][C:3]([C:5]1[CH:26]=[CH:25][C:8]([CH2:9][N:10]2[CH2:15][CH:14]([CH3:16])[N:13]([C:17]([O:19][C:20]([CH3:23])([CH3:22])[CH3:21])=[O:18])[CH:12]([CH3:24])[CH2:11]2)=[C:7]([C:27]([F:30])([F:29])[F:28])[CH:6]=1)=[O:4].[OH-].[Na+]. The catalyst is CO. The product is [C:20]([O:19][C:17]([N:13]1[CH:12]([CH3:24])[CH2:11][N:10]([CH2:9][C:8]2[CH:25]=[CH:26][C:5]([C:3]([OH:4])=[O:2])=[CH:6][C:7]=2[C:27]([F:29])([F:30])[F:28])[CH2:15][CH:14]1[CH3:16])=[O:18])([CH3:21])([CH3:22])[CH3:23]. The yield is 0.430. (4) The reactants are [OH:1][C:2]1[CH:7]=[C:6]([O:8]COC)[CH:5]=[CH:4][C:3]=1[CH2:12][CH2:13][C:14]([O:16][CH2:17][CH3:18])=[O:15].[CH2:19](I)[CH3:20].C(=O)([O-])[O-].[K+].[K+].S(=O)(=O)(O)O. The catalyst is C(O)C.O.CN(C)C=O. The product is [CH2:19]([O:1][C:2]1[CH:7]=[C:6]([OH:8])[CH:5]=[CH:4][C:3]=1[CH2:12][CH2:13][C:14]([O:16][CH2:17][CH3:18])=[O:15])[CH3:20]. The yield is 0.640. (5) The reactants are Cl[C:2]1[C:3]2[N:4]([C:8]([C:20]3[CH:25]=[CH:24][N:23]=[C:22]([NH:26][CH:27]4[CH2:31][CH2:30][CH2:29][CH2:28]4)[N:21]=3)=[C:9]([C:11]3[CH:16]=[CH:15][CH:14]=[C:13]([N+:17]([O-:19])=[O:18])[CH:12]=3)[N:10]=2)[CH:5]=[CH:6][CH:7]=1.[NH:32]1[CH2:37][CH2:36][O:35][CH2:34][CH2:33]1. No catalyst specified. The product is [CH:27]1([NH:26][C:22]2[N:21]=[C:20]([C:8]3[N:4]4[CH:5]=[CH:6][CH:7]=[C:2]([N:32]5[CH2:37][CH2:36][O:35][CH2:34][CH2:33]5)[C:3]4=[N:10][C:9]=3[C:11]3[CH:16]=[CH:15][CH:14]=[C:13]([N+:17]([O-:19])=[O:18])[CH:12]=3)[CH:25]=[CH:24][N:23]=2)[CH2:28][CH2:29][CH2:30][CH2:31]1. The yield is 0.0600. (6) The reactants are [CH:1]([C:3]1[N:8]=[C:7]([C:9]([O:11][CH2:12][CH3:13])=[O:10])[CH:6]=[CH:5][CH:4]=1)=[CH2:2]. The catalyst is C(O)C.[OH-].[OH-].[Pd+2]. The product is [CH2:1]([C:3]1[N:8]=[C:7]([C:9]([O:11][CH2:12][CH3:13])=[O:10])[CH:6]=[CH:5][CH:4]=1)[CH3:2]. The yield is 0.950. (7) The catalyst is C(OCC)C. The reactants are [CH3:1]C(C)([O-])C.[K+].[Br-].CP(C1C=CC=CC=1)(C1C=CC=CC=1)C1C=CC=CC=1.O=[C:29]1[CH2:32][N:31]([C:33]([O:35][C:36]([CH3:39])([CH3:38])[CH3:37])=[O:34])[CH2:30]1. The product is [CH2:1]=[C:29]1[CH2:32][N:31]([C:33]([O:35][C:36]([CH3:39])([CH3:38])[CH3:37])=[O:34])[CH2:30]1. The yield is 1.00. (8) The reactants are [NH2:1][C:2]1[N:7]=[C:6]([C:8]([F:11])([F:10])[F:9])[C:5]([C:12]2[CH:17]=[C:16]([N:18]3[C@@H:22]([CH3:23])[C@@H:21]([CH2:24][CH2:25][O:26][Si](C(C)(C)C)(C4C=CC=CC=4)C4C=CC=CC=4)[O:20][C:19]3=[O:44])[N:15]=[C:14]([N:45]3[CH2:50][CH2:49][O:48][CH2:47][CH2:46]3)[N:13]=2)=[CH:4][N:3]=1.CCCC[N+](CCCC)(CCCC)CCCC.[F-]. The catalyst is C1COCC1. The product is [NH2:1][C:2]1[N:7]=[C:6]([C:8]([F:11])([F:10])[F:9])[C:5]([C:12]2[CH:17]=[C:16]([N:18]3[C@@H:22]([CH3:23])[C@@H:21]([CH2:24][CH2:25][OH:26])[O:20][C:19]3=[O:44])[N:15]=[C:14]([N:45]3[CH2:46][CH2:47][O:48][CH2:49][CH2:50]3)[N:13]=2)=[CH:4][N:3]=1. The yield is 0.830. (9) The reactants are [CH3:1][C:2]1[CH:7]=[C:6]([CH3:8])[NH:5][C:4](=[O:9])[C:3]=1[CH2:10][NH:11][C:12]([C:14]1[C:15]2[CH:28]=[N:27][N:26]([CH:29]([CH3:31])[CH3:30])[C:16]=2[N:17]=[C:18]([C:20]2[CH2:21][CH2:22][NH:23][CH2:24][CH:25]=2)[CH:19]=1)=[O:13].CCN(CC)CC.[NH:39]1[CH2:44][CH2:43][CH2:42][CH:41]([C:45](O)=[O:46])[CH2:40]1.C1CN([P+](ON2N=NC3C=CC=CC2=3)(N2CCCC2)N2CCCC2)CC1.F[P-](F)(F)(F)(F)F. The catalyst is CS(C)=O.O. The product is [CH3:1][C:2]1[CH:7]=[C:6]([CH3:8])[NH:5][C:4](=[O:9])[C:3]=1[CH2:10][NH:11][C:12]([C:14]1[C:15]2[CH:28]=[N:27][N:26]([CH:29]([CH3:31])[CH3:30])[C:16]=2[N:17]=[C:18]([C:20]2[CH2:21][CH2:22][N:23]([C:45]([CH:41]3[CH2:42][CH2:43][CH2:44][NH:39][CH2:40]3)=[O:46])[CH2:24][CH:25]=2)[CH:19]=1)=[O:13]. The yield is 0.850.